Dataset: Forward reaction prediction with 1.9M reactions from USPTO patents (1976-2016). Task: Predict the product of the given reaction. Given the reactants C([C@](C(O)=O)(O)[C@](C(=O)C1C=CC=CC=1)(O)C(O)=O)(=O)C1C=CC=CC=1.[NH:27]1[CH2:32][CH2:31][CH2:30][C@@H:29]([NH2:33])[CH2:28]1.O.[ClH:35], predict the reaction product. The product is: [ClH:35].[ClH:35].[NH:27]1[CH2:32][CH2:31][CH2:30][C@@H:29]([NH2:33])[CH2:28]1.